From a dataset of Reaction yield outcomes from USPTO patents with 853,638 reactions. Predict the reaction yield, written as a fraction of the theoretical maximum amount of product (1.0 means a 100% yield; for example, 0.34 means a 34% yield). (1) The reactants are [Cl:1][C:2]1[CH:7]=[CH:6][C:5]([C:8]2([C:13]#[N:14])[CH2:12][CH2:11][O:10][CH2:9]2)=[CH:4][CH:3]=1.[OH:15]S(O)(=O)=O. The product is [Cl:1][C:2]1[CH:3]=[CH:4][C:5]([C:8]2([C:13]([NH2:14])=[O:15])[CH2:12][CH2:11][O:10][CH2:9]2)=[CH:6][CH:7]=1. No catalyst specified. The yield is 0.697. (2) The reactants are Br[C:2]1[CH:3]=[N:4][CH:5]=[C:6]([N+:9]([O-:11])=[O:10])[C:7]=1[NH2:8].[N:12]1[CH:17]=[CH:16][CH:15]=[C:14](B(O)O)[CH:13]=1.C([O-])([O-])=O.[Na+].[Na+]. The catalyst is O1CCOCC1. The product is [N+:9]([C:6]1[C:7]([NH2:8])=[C:2]([C:14]2[CH:13]=[N:12][CH:17]=[CH:16][CH:15]=2)[CH:3]=[N:4][CH:5]=1)([O-:11])=[O:10]. The yield is 0.870. (3) The reactants are [NH:1]=[C:2]([NH:8][C:9](=[O:15])OC(C)(C)C)[C:3]1[S:4][CH:5]=[CH:6][CH:7]=1.[C:16](OCC)(=O)[C:17]#C.C([O-])([O-])=O.[K+].[K+]. The yield is 0.530. The product is [S:4]1[CH:5]=[CH:6][CH:7]=[C:3]1[C:2]1[N:8]=[C:9]([OH:15])[CH:17]=[CH:16][N:1]=1. The catalyst is CCO. (4) The reactants are [C:1]([O:5][C:6]([N:8]1[CH2:14][CH2:13][C:12]2[C:15]([S:20][C:21](=O)N(C)C)=[C:16]([Cl:19])[CH:17]=[CH:18][C:11]=2[CH2:10][CH2:9]1)=[O:7])([CH3:4])([CH3:3])[CH3:2].C(OC(N1CCC2C(SC(=O)N(C)C)=C(Cl)C=C(Cl)C=2CC1)=O)(C)(C)C.[OH-].[K+].[Cl-].[NH4+].C1CCN2C(=NCCC2)CC1.[F:67][C:68]1[CH:75]=[CH:74][CH:73]=[CH:72][C:69]=1CBr. The catalyst is CO.O. The product is [C:1]([O:5][C:6]([N:8]1[CH2:14][CH2:13][C:12]2[C:15]([S:20][CH2:21][C:69]3[CH:72]=[CH:73][CH:74]=[CH:75][C:68]=3[F:67])=[C:16]([Cl:19])[CH:17]=[CH:18][C:11]=2[CH2:10][CH2:9]1)=[O:7])([CH3:4])([CH3:3])[CH3:2]. The yield is 0.250. (5) The reactants are [CH:1]1([C:5]#[N:6])[CH2:4][CH2:3][CH2:2]1.C([N-]C(C)C)(C)C.[Li+].[O:15]=[C:16]1[CH2:20][CH2:19][N:18]([C:21]([O:23][C:24]([CH3:27])([CH3:26])[CH3:25])=[O:22])[CH2:17]1.CCOC(C)=O. The catalyst is C1COCC1. The product is [C:5]([C:1]1([C:16]2([OH:15])[CH2:20][CH2:19][N:18]([C:21]([O:23][C:24]([CH3:26])([CH3:25])[CH3:27])=[O:22])[CH2:17]2)[CH2:4][CH2:3][CH2:2]1)#[N:6]. The yield is 0.382. (6) The reactants are [CH3:1][O:2][C:3]1[CH:4]=[C:5]2[C:10](=[CH:11][C:12]=1[CH3:13])[N:9]=[CH:8][N:7]=[C:6]2[N:14]1[CH2:19][CH2:18][NH:17][CH2:16][CH2:15]1.[CH2:20]([N:27]=[C:28]=[S:29])[C:21]1[CH:26]=[CH:25][CH:24]=[CH:23][CH:22]=1. No catalyst specified. The product is [CH2:20]([NH:27][C:28]([N:17]1[CH2:16][CH2:15][N:14]([C:6]2[C:5]3[C:10](=[CH:11][C:12]([CH3:13])=[C:3]([O:2][CH3:1])[CH:4]=3)[N:9]=[CH:8][N:7]=2)[CH2:19][CH2:18]1)=[S:29])[C:21]1[CH:26]=[CH:25][CH:24]=[CH:23][CH:22]=1. The yield is 0.370.